This data is from Full USPTO retrosynthesis dataset with 1.9M reactions from patents (1976-2016). The task is: Predict the reactants needed to synthesize the given product. (1) Given the product [Br:19][C:17]1[CH:16]=[N:15][C:10]2[O:11][CH2:12][C:13](=[O:14])[NH:8][C:9]=2[CH:18]=1, predict the reactants needed to synthesize it. The reactants are: C([N:8]1[C:13](=[O:14])[CH2:12][O:11][C:10]2[N:15]=[CH:16][C:17]([Br:19])=[CH:18][C:9]1=2)C1C=CC=CC=1.C(=O)([O-])[O-].[Cs+].[Cs+].C(Br)C1C=CC=CC=1. (2) Given the product [C:1]([C:3]([C:6]1[CH:7]=[C:8]([CH:33]=[CH:34][CH:35]=1)[C:9]([NH:11][C:12]1[CH:13]=[CH:14][C:15]([CH3:32])=[C:16]([NH:18][C:19]([C:21]2[S:31][C:24]3=[N:25][C:26]([NH:29][CH2:30][CH2:70][O:71][CH3:72])=[CH:27][N:28]=[C:23]3[CH:22]=2)=[O:20])[CH:17]=1)=[O:10])([CH3:5])[CH3:4])#[N:2], predict the reactants needed to synthesize it. The reactants are: [C:1]([C:3]([C:6]1[CH:7]=[C:8]([CH:33]=[CH:34][CH:35]=1)[C:9]([NH:11][C:12]1[CH:13]=[CH:14][C:15]([CH3:32])=[C:16]([NH:18][C:19]([C:21]2[S:31][C:24]3=[N:25][C:26]([NH:29][CH3:30])=[CH:27][N:28]=[C:23]3[CH:22]=2)=[O:20])[CH:17]=1)=[O:10])([CH3:5])[CH3:4])#[N:2].ClC1N=C2SC(C(NC3C=C(NC(=O)C4C=CC=C(C(C#N)(C)C)C=4)C=CC=3C)=O)=CC2=NC=1.[CH3:70][O:71][CH2:72]CN. (3) Given the product [N+:8]([C:7]1[C:2]2[NH:1][CH2:14][CH2:13][O:11][C:3]=2[CH:4]=[CH:5][CH:6]=1)([O-:10])=[O:9], predict the reactants needed to synthesize it. The reactants are: [NH2:1][C:2]1[C:7]([N+:8]([O-:10])=[O:9])=[CH:6][CH:5]=[CH:4][C:3]=1[OH:11].Br[CH2:13][CH2:14]Br.[OH-].[K+].O. (4) Given the product [ClH:1].[ClH:1].[CH3:48][NH:47][C@@H:43]1[CH2:44][CH2:45][CH2:46][N:41]([CH:25]2[CH2:26][CH2:27][CH2:28][CH2:29][C:24]2([CH:12]([C:13]2[CH:18]=[CH:17][CH:16]=[C:15]([O:19][C:20]([F:22])([F:21])[F:23])[CH:14]=2)[CH3:11])[OH:30])[CH2:42]1, predict the reactants needed to synthesize it. The reactants are: [ClH:1].Cl.CN[C@@H]1CCCN([CH2:11][CH:12]([C:24]2([OH:30])[CH2:29][CH2:28][CH2:27][CH2:26][CH2:25]2)[C:13]2[CH:18]=[CH:17][CH:16]=[C:15]([O:19][C:20]([F:23])([F:22])[F:21])[CH:14]=2)C1.OC1(C(C2C=CC=C(OC(F)(F)F)C=2)C([N:41]2[CH2:46][CH2:45][CH2:44][C@@H:43]([NH:47][C:48](=O)OC(C)(C)C)[CH2:42]2)=O)CCCCC1. (5) Given the product [CH3:31][C:24]([N:32]1[CH:36]=[C:35]([C:37]2[CH:42]=[CH:41][N:40]=[C:39]3[N:43]([CH2:46][O:47][CH2:48][CH2:49][Si:50]([CH3:53])([CH3:52])[CH3:51])[CH:44]=[CH:45][C:38]=23)[CH:34]=[N:33]1)([CH3:23])[CH2:25][C:26]([O:28][CH2:29][CH3:30])=[O:27], predict the reactants needed to synthesize it. The reactants are: N1C=C(C2C=CN=C3N(COCC[Si](C)(C)C)C=CC=23)C=N1.[CH3:23][C:24]([N:32]1[CH:36]=[C:35]([C:37]2[CH:42]=[CH:41][N:40]=[C:39]3[N:43]([CH2:46][O:47][CH2:48][CH2:49][Si:50]([CH3:53])([CH3:52])[CH3:51])[CH:44]=[CH:45][C:38]=23)[CH:34]=[N:33]1)([CH3:31])[CH2:25][C:26]([O:28][CH2:29][CH3:30])=[O:27].C(OC(=O)C=C(C)C)C.C(=O)([O-])[O-].[Cs+].[Cs+]. (6) Given the product [Cl:3][C:14]1[CH:13]=[CH:12][C:11]2[C:16](=[CH:17][CH:18]=[CH:19][C:10]=2[CH2:6][CH:7]([CH3:9])[CH3:8])[N:15]=1, predict the reactants needed to synthesize it. The reactants are: P(Cl)(Cl)([Cl:3])=O.[CH2:6]([C:10]1[CH:19]=[CH:18][CH:17]=[C:16]2[C:11]=1[CH:12]=[CH:13][C:14](=O)[NH:15]2)[CH:7]([CH3:9])[CH3:8]. (7) Given the product [F:5][CH2:4][C:3]([C:7]1[O:11][N:10]=[C:9]([NH:12][C:13]([NH:43][C:42]2[CH:44]=[CH:45][CH:46]=[C:40]([O:39][C:27]3[C:26]4[C:31](=[CH:32][C:33]([O:34][CH2:35][CH2:36][O:37][CH3:38])=[C:24]([O:23][CH3:22])[CH:25]=4)[N:30]=[CH:29][N:28]=3)[CH:41]=2)=[O:21])[CH:8]=1)([CH3:6])[CH2:2][F:1], predict the reactants needed to synthesize it. The reactants are: [F:1][CH2:2][C:3]([C:7]1[O:11][N:10]=[C:9]([NH:12][C:13](=[O:21])OC2C=CC=CC=2)[CH:8]=1)([CH3:6])[CH2:4][F:5].[CH3:22][O:23][C:24]1[CH:25]=[C:26]2[C:31](=[CH:32][C:33]=1[O:34][CH2:35][CH2:36][O:37][CH3:38])[N:30]=[CH:29][N:28]=[C:27]2[O:39][C:40]1[CH:41]=[C:42]([CH:44]=[CH:45][CH:46]=1)[NH2:43].